This data is from Reaction yield outcomes from USPTO patents with 853,638 reactions. The task is: Predict the reaction yield, written as a fraction of the theoretical maximum amount of product (1.0 means a 100% yield; for example, 0.34 means a 34% yield). (1) The reactants are Cl[C:2]1[CH:7]=[C:6]([Cl:8])[N:5]=[C:4]([CH3:9])[N:3]=1.FC(F)(F)C(O)=O.[F:17][C:18]([F:40])([F:39])[O:19][C:20]1[CH:25]=[CH:24][CH:23]=[CH:22][C:21]=1[CH2:26][NH:27][C:28]([C:30]1[CH:31]=[C:32]2[C:36](=[CH:37][CH:38]=1)[NH:35][CH2:34][CH2:33]2)=[O:29].[OH-].[Na+]. The catalyst is O1CCOCC1. The product is [Cl:8][C:6]1[N:5]=[C:4]([CH3:9])[N:3]=[C:2]([N:35]2[C:36]3[C:32](=[CH:31][C:30]([C:28]([NH:27][CH2:26][C:21]4[CH:22]=[CH:23][CH:24]=[CH:25][C:20]=4[O:19][C:18]([F:17])([F:39])[F:40])=[O:29])=[CH:38][CH:37]=3)[CH2:33][CH2:34]2)[CH:7]=1. The yield is 0.100. (2) The reactants are N#N.[Br:3][C:4]1[CH:5]=[C:6]([CH:14]=[CH:15][CH:16]=1)[CH2:7][CH2:8][O:9][CH2:10][C:11](O)=[O:12].B.C1COCC1. The catalyst is C1COCC1. The product is [Br:3][C:4]1[CH:5]=[C:6]([CH:14]=[CH:15][CH:16]=1)[CH2:7][CH2:8][O:9][CH2:10][CH2:11][OH:12]. The yield is 0.960. (3) The product is [F:1][C:2]1[CH:3]=[C:4]([C:8]2[C:12]([CH2:13][O:14][C:15]3[CH:23]=[CH:22][C:18]([C:19]([NH:30][CH:34]([CH3:35])[CH3:33])=[O:21])=[CH:17][N:16]=3)=[C:11]([CH3:24])[O:10][N:9]=2)[CH:5]=[CH:6][CH:7]=1. The yield is 0.510. The reactants are [F:1][C:2]1[CH:3]=[C:4]([C:8]2[C:12]([CH2:13][O:14][C:15]3[CH:23]=[CH:22][C:18]([C:19]([OH:21])=O)=[CH:17][N:16]=3)=[C:11]([CH3:24])[O:10][N:9]=2)[CH:5]=[CH:6][CH:7]=1.F[B-](F)(F)F.[N:30]1(OC(N(C)C)=[N+](C)C)[C:34]2[CH:35]=CC=C[C:33]=2N=N1.C(N(CC)C(C)C)(C)C.C(N)(C)C. The catalyst is CN(C=O)C. (4) The reactants are Cl[C:2]1[O:3][C:4]2[C:5](=[C:7]([C:19]#[N:20])[C:8]([CH3:18])=[C:9]([C:12]3[CH:17]=[CH:16][CH:15]=[CH:14][CH:13]=3)[C:10]=2[F:11])[N:6]=1.[CH:21]([N:24](C(C)C)[CH2:25]C)(C)C.CNC. The catalyst is ClCCl. The product is [F:11][C:10]1[C:9]([C:12]2[CH:17]=[CH:16][CH:15]=[CH:14][CH:13]=2)=[C:8]([CH3:18])[C:7]([C:19]#[N:20])=[C:5]2[C:4]=1[O:3][C:2]([N:24]([CH3:25])[CH3:21])=[N:6]2. The yield is 0.870.